From a dataset of Full USPTO retrosynthesis dataset with 1.9M reactions from patents (1976-2016). Predict the reactants needed to synthesize the given product. (1) Given the product [NH2:25][C:22]1[CH:23]=[CH:24][C:19]([C:18]([C:14]2[NH:13][CH:17]=[CH:16][CH:15]=2)=[O:32])=[CH:20][CH:21]=1, predict the reactants needed to synthesize it. The reactants are: CCO.C1(C)C(S([N:13]2[CH:17]=[CH:16][CH:15]=[C:14]2[C:18](=[O:32])[C:19]2[CH:24]=[CH:23][C:22]([NH:25]C(=O)C(F)(F)F)=[CH:21][CH:20]=2)(=O)=O)=CC=CC=1.[OH-].[K+]. (2) Given the product [CH3:1][O:2][C:3]1[CH:9]=[CH:8][C:6]([NH:7][C:24]2[CH:25]=[C:26]([CH:31]=[CH:32][CH:23]=2)[C:27]([O:57][CH3:56])=[O:62])=[CH:5][CH:4]=1, predict the reactants needed to synthesize it. The reactants are: [CH3:1][O:2][C:3]1[CH:9]=[CH:8][C:6]([NH2:7])=[CH:5][CH:4]=1.C1C=CC(P([C:23]2[C:32]([C:25]3[C:24](P(C4C=CC=CC=4)C4C=CC=CC=4)=[CH:23][CH:32]=[C:31]4[C:26]=3[CH:27]=CC=C4)=[C:31]3[C:26]([CH:27]=CC=C3)=[CH:25][CH:24]=2)C2C=CC=CC=2)=CC=1.[C:56](=O)([O-])[O-:57].[Cs+].[Cs+].[OH2:62].